The task is: Predict the reactants needed to synthesize the given product.. This data is from Full USPTO retrosynthesis dataset with 1.9M reactions from patents (1976-2016). (1) Given the product [Cl:12][C:11]1[CH:10]=[CH:9][C:4]([C:5]([O:7][CH3:8])=[O:6])=[C:3]([NH:13][CH2:14][CH2:15][CH2:16][OH:17])[C:2]=1[NH:1][C:29](=[S:30])[NH:28][C:20]1[C:21]([Br:27])=[CH:22][C:23]([O:25][CH3:26])=[CH:24][C:19]=1[Br:18], predict the reactants needed to synthesize it. The reactants are: [NH2:1][C:2]1[C:3]([NH:13][CH2:14][CH2:15][CH2:16][OH:17])=[C:4]([CH:9]=[CH:10][C:11]=1[Cl:12])[C:5]([O:7][CH3:8])=[O:6].[Br:18][C:19]1[CH:24]=[C:23]([O:25][CH3:26])[CH:22]=[C:21]([Br:27])[C:20]=1[N:28]=[C:29]=[S:30]. (2) Given the product [CH3:25][C:17]1([C:20]([O:22][CH2:23][CH3:24])=[O:21])[C:15]2[N:16]=[C:12]([C:9]3[CH:10]=[CH:11][C:6]([O:5][CH2:4][CH2:3][CH2:2][N:28]4[CH2:29][CH2:30][CH2:31][CH:27]4[CH3:26])=[CH:7][CH:8]=3)[S:13][C:14]=2[CH2:19][CH2:18]1, predict the reactants needed to synthesize it. The reactants are: Cl[CH2:2][CH2:3][CH2:4][O:5][C:6]1[CH:11]=[CH:10][C:9]([C:12]2[S:13][C:14]3[CH2:19][CH2:18][C:17]([CH3:25])([C:20]([O:22][CH2:23][CH3:24])=[O:21])[C:15]=3[N:16]=2)=[CH:8][CH:7]=1.[CH3:26][CH:27]1[CH2:31][CH2:30][CH2:29][NH:28]1.[I-].[Na+].ClCCl. (3) Given the product [CH3:22][O:23][C:24]1[CH:25]=[C:26]([NH:30][C:5]2[N:6]=[N:7][C:8]([CH:11]([NH:13][C:14](=[O:21])[C:15]3[CH:20]=[CH:19][CH:18]=[CH:17][CH:16]=3)[CH3:12])=[CH:9][N:10]=2)[CH:27]=[CH:28][CH:29]=1, predict the reactants needed to synthesize it. The reactants are: CS([C:5]1[N:6]=[N:7][C:8]([CH:11]([NH:13][C:14](=[O:21])[C:15]2[CH:20]=[CH:19][CH:18]=[CH:17][CH:16]=2)[CH3:12])=[CH:9][N:10]=1)(=O)=O.[CH3:22][O:23][C:24]1[CH:29]=[CH:28][CH:27]=[C:26]([NH2:30])[CH:25]=1. (4) Given the product [Cl:21][C:22]1[CH:23]=[C:24]([CH:29]([NH:31][CH2:32][CH2:33][CH2:34][NH:35][C:18](=[O:20])[CH2:17][CH2:16][C:14]2[S:13][C:11]3[C:10]([N:15]=2)=[CH:9][CH:8]=[C:7]([N:2]2[CH2:3][CH2:4][CH2:5][CH2:6]2)[N:12]=3)[CH3:30])[CH:25]=[CH:26][C:27]=1[Cl:28], predict the reactants needed to synthesize it. The reactants are: Cl.[N:2]1([C:7]2[N:12]=[C:11]3[S:13][C:14]([CH2:16][CH2:17][C:18]([OH:20])=O)=[N:15][C:10]3=[CH:9][CH:8]=2)[CH2:6][CH2:5][CH2:4][CH2:3]1.[Cl:21][C:22]1[CH:23]=[C:24]([CH:29]([NH:31][CH2:32][CH2:33][CH2:34][NH2:35])[CH3:30])[CH:25]=[CH:26][C:27]=1[Cl:28]. (5) Given the product [CH2:1]([O:8][C:9]1[CH:10]=[CH:11][C:12]([CH2:15][CH2:16][S:17][CH:19]([CH2:24][C:25]2[CH:30]=[CH:29][C:28]([CH2:31][CH2:32][O:33][C:34]3[CH:35]=[CH:36][C:37]([O:40][S:41]([CH3:44])(=[O:42])=[O:43])=[CH:38][CH:39]=3)=[CH:27][CH:26]=2)[C:20]([O:22][CH3:23])=[O:21])=[CH:13][CH:14]=1)[C:2]1[CH:3]=[CH:4][CH:5]=[CH:6][CH:7]=1, predict the reactants needed to synthesize it. The reactants are: [CH2:1]([O:8][C:9]1[CH:14]=[CH:13][C:12]([CH2:15][CH2:16][SH:17])=[CH:11][CH:10]=1)[C:2]1[CH:7]=[CH:6][CH:5]=[CH:4][CH:3]=1.Cl[CH:19]([CH2:24][C:25]1[CH:30]=[CH:29][C:28]([CH2:31][CH2:32][O:33][C:34]2[CH:39]=[CH:38][C:37]([O:40][S:41]([CH3:44])(=[O:43])=[O:42])=[CH:36][CH:35]=2)=[CH:27][CH:26]=1)[C:20]([O:22][CH3:23])=[O:21].C(=O)([O-])[O-].[K+].[K+]. (6) Given the product [Br:41][C:42]1[C:51]2[C:46](=[CH:47][CH:48]=[CH:49][CH:50]=2)[C:45]([NH:52][C:5](=[O:7])[C:4]2[CH:8]=[C:9]([N:11]3[CH2:16][CH2:15][O:14][CH2:13][CH2:12]3)[CH:10]=[C:2]([F:1])[CH:3]=2)=[CH:44][CH:43]=1, predict the reactants needed to synthesize it. The reactants are: [F:1][C:2]1[CH:3]=[C:4]([CH:8]=[C:9]([N:11]2[CH2:16][CH2:15][O:14][CH2:13][CH2:12]2)[CH:10]=1)[C:5]([OH:7])=O.CN(C(ON1N=NC2C=CC=CC1=2)=[N+](C)C)C.F[P-](F)(F)(F)(F)F.[Br:41][C:42]1[C:51]2[C:46](=[CH:47][CH:48]=[CH:49][CH:50]=2)[C:45]([NH2:52])=[CH:44][CH:43]=1.C(N(C(C)C)CC)(C)C. (7) Given the product [Cl:1][C:2]1[CH:7]=[CH:6][C:5]2[NH:8][C:18]([C:14]3[C:13]([N+:10]([O-:12])=[O:11])=[CH:17][NH:16][N:15]=3)=[N:9][C:4]=2[CH:3]=1, predict the reactants needed to synthesize it. The reactants are: [Cl:1][C:2]1[CH:3]=[C:4]([NH2:9])[C:5]([NH2:8])=[CH:6][CH:7]=1.[N+:10]([C:13]1[C:14]([C:18](O)=O)=[N:15][NH:16][CH:17]=1)([O-:12])=[O:11].[OH-].[NH4+]. (8) Given the product [CH3:1][O:2][CH2:3][CH2:4][O:5][CH2:6][CH2:7][O:8][CH2:9][CH2:10][O:11][CH2:12][CH2:13][O:14][CH2:15][CH2:16][O:17][CH2:18][CH2:19][O:20][CH2:21][C:22]([OH:24])=[O:23], predict the reactants needed to synthesize it. The reactants are: [CH3:1][O:2][CH2:3][CH2:4][O:5][CH2:6][CH2:7][O:8][CH2:9][CH2:10][O:11][CH2:12][CH2:13][O:14][CH2:15][CH2:16][O:17][CH2:18][CH2:19][O:20][CH2:21][C:22]([O:24]CC)=[O:23].Cl. (9) Given the product [OH:2][CH:1]([C:23]1[CH:22]=[CH:21][CH:20]=[C:19]([O:18][CH3:17])[CH:24]=1)[C:3]1[CH:4]=[N:5][CH:6]=[CH:7][C:8]=1[C:9]1[CH:10]=[C:11]([CH:14]=[CH:15][CH:16]=1)[C:12]#[N:13], predict the reactants needed to synthesize it. The reactants are: [CH:1]([C:3]1[CH:4]=[N:5][CH:6]=[CH:7][C:8]=1[C:9]1[CH:10]=[C:11]([CH:14]=[CH:15][CH:16]=1)[C:12]#[N:13])=[O:2].[CH3:17][O:18][C:19]1[CH:20]=[C:21]([Mg]Br)[CH:22]=[CH:23][CH:24]=1. (10) Given the product [CH2:14]([C:16]1[CH:21]=[CH:20][C:19]([CH:1]([OH:2])[C:3]2[CH:4]=[C:5]([CH:10]=[CH:11][CH:12]=2)[C:6]([O:8][CH3:9])=[O:7])=[CH:18][CH:17]=1)[CH3:15], predict the reactants needed to synthesize it. The reactants are: [CH:1]([C:3]1[CH:4]=[C:5]([CH:10]=[CH:11][C:12]=1O)[C:6]([O:8][CH3:9])=[O:7])=[O:2].[CH2:14]([C:16]1[CH:21]=[CH:20][C:19]([Li])=[CH:18][CH:17]=1)[CH3:15].C([Li])(C)(C)C.BrC1C=CC(CC)=CC=1.[Cl-].[NH4+].